The task is: Predict the reactants needed to synthesize the given product.. This data is from Full USPTO retrosynthesis dataset with 1.9M reactions from patents (1976-2016). (1) The reactants are: Cl.Cl[CH2:3][C:4]1[N:13]=[C:12]([NH:14][CH2:15][C:16]2[CH:21]=[CH:20][C:19]([O:22][CH3:23])=[CH:18][CH:17]=2)[C:11]2[C:6](=[CH:7][CH:8]=[CH:9][CH:10]=2)[N:5]=1.C([O-])([O-])=O.[K+].[K+].[C:30]1(=[O:40])[NH:34][C:33](=[O:35])[C:32]2=[CH:36][CH:37]=[CH:38][CH:39]=[C:31]12.[K]. Given the product [CH3:23][O:22][C:19]1[CH:20]=[CH:21][C:16]([CH2:15][NH:14][C:12]2[C:11]3[C:6](=[CH:7][CH:8]=[CH:9][CH:10]=3)[N:5]=[C:4]([CH2:3][N:34]3[C:30](=[O:40])[C:31]4[C:32](=[CH:36][CH:37]=[CH:38][CH:39]=4)[C:33]3=[O:35])[N:13]=2)=[CH:17][CH:18]=1, predict the reactants needed to synthesize it. (2) Given the product [Cl:12][C:13]1[CH:18]=[CH:17][C:16]([C:19]([C:21]2[CH:22]=[C:23]3[C:28](=[CH:29][CH:30]=2)[N+:27]([O-:9])=[CH:26][CH:25]=[C:24]3[CH2:31][CH2:32][C:33]2[CH:38]=[CH:37][CH:36]=[C:35]([Cl:39])[CH:34]=2)=[O:20])=[CH:15][CH:14]=1, predict the reactants needed to synthesize it. The reactants are: ClC1C=C(C(OO)=[O:9])C=CC=1.[Cl:12][C:13]1[CH:18]=[CH:17][C:16]([C:19]([C:21]2[CH:22]=[C:23]3[C:28](=[CH:29][CH:30]=2)[N:27]=[CH:26][CH:25]=[C:24]3[CH2:31][CH2:32][C:33]2[CH:38]=[CH:37][CH:36]=[C:35]([Cl:39])[CH:34]=2)=[O:20])=[CH:15][CH:14]=1.C([O-])([O-])=O.[K+].[K+]. (3) Given the product [C:1]([O:5][C:6]([N:8]1[CH2:17][CH2:16][C:15]2[C:14]([O:18][C:19]3[CH:20]=[C:21]4[C:25](=[CH:26][CH:27]=3)[N:24]([C:37](=[O:36])[NH:38][C:39]3[CH:44]=[C:43]([C:45]([F:48])([F:47])[F:46])[CH:42]=[C:41]([C:49]#[N:50])[CH:40]=3)[CH:23]=[CH:22]4)=[N:13][CH:12]=[N:11][C:10]=2[CH2:9]1)=[O:7])([CH3:4])([CH3:2])[CH3:3], predict the reactants needed to synthesize it. The reactants are: [C:1]([O:5][C:6]([N:8]1[CH2:17][CH2:16][C:15]2[C:14]([O:18][C:19]3[CH:20]=[C:21]4[C:25](=[CH:26][CH:27]=3)[NH:24][CH:23]=[CH:22]4)=[N:13][CH:12]=[N:11][C:10]=2[CH2:9]1)=[O:7])([CH3:4])([CH3:3])[CH3:2].[H-].[Na+].C1([O:36][C:37](=O)[NH:38][C:39]2[CH:44]=[C:43]([C:45]([F:48])([F:47])[F:46])[CH:42]=[C:41]([C:49]#[N:50])[CH:40]=2)C=CC=CC=1. (4) Given the product [Br:1][C:2]1[CH:7]=[CH:6][C:5]([O:8][CH2:11][C:12](=[O:17])[CH2:13][CH2:14][CH2:15][Cl:16])=[C:4]([I:9])[CH:3]=1, predict the reactants needed to synthesize it. The reactants are: [Br:1][C:2]1[CH:7]=[CH:6][C:5]([OH:8])=[C:4]([I:9])[CH:3]=1.Br[CH2:11][C:12](=[O:17])[CH2:13][CH2:14][CH2:15][Cl:16].C([O-])([O-])=O.[K+].[K+]. (5) Given the product [CH3:11][C:9]1[N:8]([CH2:12][O:13][CH2:14][CH2:15][Si:16]([CH3:19])([CH3:18])[CH3:17])[C:5]2=[N:6][CH:7]=[C:2]([B:20]3[O:24][C:23]([CH3:26])([CH3:25])[C:22]([CH3:28])([CH3:27])[O:21]3)[CH:3]=[C:4]2[N:10]=1, predict the reactants needed to synthesize it. The reactants are: Br[C:2]1[CH:3]=[C:4]2[N:10]=[C:9]([CH3:11])[N:8]([CH2:12][O:13][CH2:14][CH2:15][Si:16]([CH3:19])([CH3:18])[CH3:17])[C:5]2=[N:6][CH:7]=1.[B:20]1([B:20]2[O:24][C:23]([CH3:26])([CH3:25])[C:22]([CH3:28])([CH3:27])[O:21]2)[O:24][C:23]([CH3:26])([CH3:25])[C:22]([CH3:28])([CH3:27])[O:21]1.C([O-])(=O)C.[K+]. (6) Given the product [C:60]([C:58]1[CH:59]=[C:51]([NH:50][C:46]2[N:45]=[C:44]([O:43][C:36]3[C:37]4[C:42](=[CH:41][CH:40]=[CH:39][CH:38]=4)[C:33]([NH:32][C:30](=[O:31])[O:29][C:25]([CH3:26])([CH3:28])[CH3:27])=[CH:34][CH:35]=3)[CH:49]=[CH:48][N:47]=2)[CH:52]=[C:53]([C:54](=[O:56])[NH:72][CH2:71][CH2:70][O:69][CH2:68][CH2:67][O:66][CH2:65][CH2:64][O:63][CH3:62])[CH:57]=1)#[CH:61], predict the reactants needed to synthesize it. The reactants are: C(P1(=O)OP(CCC)(=O)OP(CCC)(=O)O1)CC.CCOC(C)=O.[C:25]([O:29][C:30]([NH:32][C:33]1[C:42]2[C:37](=[CH:38][CH:39]=[CH:40][CH:41]=2)[C:36]([O:43][C:44]2[CH:49]=[CH:48][N:47]=[C:46]([NH:50][C:51]3[CH:52]=[C:53]([CH:57]=[C:58]([C:60]#[CH:61])[CH:59]=3)[C:54]([OH:56])=O)[N:45]=2)=[CH:35][CH:34]=1)=[O:31])([CH3:28])([CH3:27])[CH3:26].[CH3:62][O:63][CH2:64][CH2:65][O:66][CH2:67][CH2:68][O:69][CH2:70][CH2:71][NH2:72].